From a dataset of Catalyst prediction with 721,799 reactions and 888 catalyst types from USPTO. Predict which catalyst facilitates the given reaction. (1) Reactant: C([Li])CCC.[CH:6]([NH:9]C(C)C)(C)C.[CH3:13][C:14]1[CH:19]=[C:18]([CH3:20])[CH:17]=[CH:16][C:15]=1[C:21]1[N:29]=[C:28]([S:30][CH3:31])[N:27]=[C:26]2[C:22]=1[N:23]=[CH:24][N:25]2C1CCCCO1.C1(C)C=CC(S(C#N)(=O)=O)=CC=1. Product: [CH3:13][C:14]1[CH:19]=[C:18]([CH3:20])[CH:17]=[CH:16][C:15]=1[C:21]1[N:29]=[C:28]([S:30][CH3:31])[N:27]=[C:26]2[C:22]=1[N:23]=[C:24]([C:6]#[N:9])[NH:25]2. The catalyst class is: 1. (2) Reactant: [CH2:1](P(=O)([O-])OCC)[C:2]1[CH:7]=[CH:6][CH:5]=[CH:4][CH:3]=1.CC(C1C=C[C:20]([Br:23])=[CH:19][CH:18]=1)=O.[CH3:24]S(C)=O.[CH3:28][C:29]([CH3:32])([O-])[CH3:30].[K+]. Product: [Br:23][C:20]1[CH:28]=[C:29]([C:32]([CH3:24])=[CH:1][C:2]2[CH:3]=[CH:4][CH:5]=[CH:6][CH:7]=2)[CH:30]=[CH:18][CH:19]=1. The catalyst class is: 84. (3) Reactant: [C:1]1([S:11]([N:14]2[C:22]3[C:17](=[CH:18][CH:19]=[C:20]([NH2:23])[CH:21]=3)[CH:16]=[N:15]2)(=[O:13])=[O:12])[C:10]2[C:5](=[CH:6][CH:7]=[CH:8][CH:9]=2)[CH:4]=[CH:3][CH:2]=1.[C:24]([NH:31][CH2:32][CH2:33][C:34](O)=[O:35])([O:26][C:27]([CH3:30])([CH3:29])[CH3:28])=[O:25].Cl.CN(C)CCCN=C=NCC. Product: [C:27]([O:26][C:24](=[O:25])[NH:31][CH2:32][CH2:33][C:34](=[O:35])[NH:23][C:20]1[CH:21]=[C:22]2[C:17]([CH:16]=[N:15][N:14]2[S:11]([C:1]2[C:10]3[C:5](=[CH:6][CH:7]=[CH:8][CH:9]=3)[CH:4]=[CH:3][CH:2]=2)(=[O:13])=[O:12])=[CH:18][CH:19]=1)([CH3:30])([CH3:28])[CH3:29]. The catalyst class is: 23. (4) Reactant: [CH:1]([O:4][C:5]([N:7]1[CH2:12][CH2:11][CH:10]([O:13][C:14]2[C:19]([C:20]#[N:21])=[C:18]([NH:22][C:23]3[CH:28]=[CH:27][C:26](I)=[CH:25][C:24]=3[F:30])[N:17]=[CH:16][N:15]=2)[CH2:9][CH2:8]1)=[O:6])([CH3:3])[CH3:2].[NH:31]1[CH2:36][CH2:35][O:34][CH2:33][CH2:32]1.N1CCC[C@H]1C(O)=O.C(=O)([O-])[O-].[K+].[K+]. Product: [CH:1]([O:4][C:5]([N:7]1[CH2:12][CH2:11][CH:10]([O:13][C:14]2[C:19]([C:20]#[N:21])=[C:18]([NH:22][C:23]3[CH:28]=[CH:27][C:26]([N:31]4[CH2:36][CH2:35][O:34][CH2:33][CH2:32]4)=[CH:25][C:24]=3[F:30])[N:17]=[CH:16][N:15]=2)[CH2:9][CH2:8]1)=[O:6])([CH3:3])[CH3:2]. The catalyst class is: 156.